Dataset: NCI-60 drug combinations with 297,098 pairs across 59 cell lines. Task: Regression. Given two drug SMILES strings and cell line genomic features, predict the synergy score measuring deviation from expected non-interaction effect. (1) Drug 1: C1CN1P(=S)(N2CC2)N3CC3. Drug 2: C1=NNC2=C1C(=O)NC=N2. Cell line: M14. Synergy scores: CSS=0.981, Synergy_ZIP=1.94, Synergy_Bliss=3.31, Synergy_Loewe=1.09, Synergy_HSA=0.189. (2) Drug 1: CC1=CC2C(CCC3(C2CCC3(C(=O)C)OC(=O)C)C)C4(C1=CC(=O)CC4)C. Drug 2: CC1=C(C=C(C=C1)NC(=O)C2=CC=C(C=C2)CN3CCN(CC3)C)NC4=NC=CC(=N4)C5=CN=CC=C5. Cell line: SF-539. Synergy scores: CSS=-1.66, Synergy_ZIP=-3.38, Synergy_Bliss=-7.80, Synergy_Loewe=-14.4, Synergy_HSA=-7.81. (3) Drug 1: CC1C(C(CC(O1)OC2CC(OC(C2O)C)OC3=CC4=CC5=C(C(=O)C(C(C5)C(C(=O)C(C(C)O)O)OC)OC6CC(C(C(O6)C)O)OC7CC(C(C(O7)C)O)OC8CC(C(C(O8)C)O)(C)O)C(=C4C(=C3C)O)O)O)O. Drug 2: C1=NC2=C(N=C(N=C2N1C3C(C(C(O3)CO)O)F)Cl)N. Cell line: HCT116. Synergy scores: CSS=49.8, Synergy_ZIP=-4.18, Synergy_Bliss=-1.14, Synergy_Loewe=-6.04, Synergy_HSA=-0.983. (4) Drug 1: COC1=CC(=CC(=C1O)OC)C2C3C(COC3=O)C(C4=CC5=C(C=C24)OCO5)OC6C(C(C7C(O6)COC(O7)C8=CC=CS8)O)O. Drug 2: C(CC(=O)O)C(=O)CN.Cl. Cell line: CAKI-1. Synergy scores: CSS=44.5, Synergy_ZIP=-7.50, Synergy_Bliss=-4.23, Synergy_Loewe=-39.4, Synergy_HSA=-1.40. (5) Drug 1: CC1=C2C(C(=O)C3(C(CC4C(C3C(C(C2(C)C)(CC1OC(=O)C(C(C5=CC=CC=C5)NC(=O)C6=CC=CC=C6)O)O)OC(=O)C7=CC=CC=C7)(CO4)OC(=O)C)O)C)OC(=O)C. Drug 2: C1=NC2=C(N1)C(=S)N=CN2. Cell line: HL-60(TB). Synergy scores: CSS=35.3, Synergy_ZIP=-11.5, Synergy_Bliss=-18.4, Synergy_Loewe=-25.9, Synergy_HSA=-16.9.